Dataset: Reaction yield outcomes from USPTO patents with 853,638 reactions. Task: Predict the reaction yield, written as a fraction of the theoretical maximum amount of product (1.0 means a 100% yield; for example, 0.34 means a 34% yield). (1) The reactants are [CH3:1][O:2][C:3]1[CH:4]=[C:5]2[C:9](=[CH:10][C:11]=1[O:12][CH3:13])[N:8]([C:14]1[CH:19]=[CH:18][C:17]([N+:20]([O-])=O)=[CH:16][N:15]=1)[CH2:7][CH2:6]2.[H][H].[ClH:25]. The catalyst is C(O)C.O.[Pd]. The product is [ClH:25].[CH3:1][O:2][C:3]1[CH:4]=[C:5]2[C:9](=[CH:10][C:11]=1[O:12][CH3:13])[N:8]([C:14]1[N:15]=[CH:16][C:17]([NH2:20])=[CH:18][CH:19]=1)[CH2:7][CH2:6]2. The yield is 0.708. (2) The reactants are [Cl:1][CH2:2][CH2:3][CH2:4]I.[S:6]1[CH:10]=[CH:9][C:8]([C:11]2[CH:19]=[C:18]3[C:14]([CH:15]=[N:16][NH:17]3)=[CH:13][CH:12]=2)=[CH:7]1.[H-].[Na+]. The catalyst is CN(C=O)C. The product is [Cl:1][CH2:2][CH2:3][CH2:4][N:17]1[C:18]2[C:14](=[CH:13][CH:12]=[C:11]([C:8]3[CH:9]=[CH:10][S:6][CH:7]=3)[CH:19]=2)[CH:15]=[N:16]1.[Cl:1][CH2:2][CH2:3][CH2:4][N:16]1[CH:15]=[C:14]2[C:18]([CH:19]=[C:11]([C:8]3[CH:9]=[CH:10][S:6][CH:7]=3)[CH:12]=[CH:13]2)=[N:17]1. The yield is 0.630. (3) The reactants are C([N:8]1[CH2:13][CH2:12][CH:11]([O:14][CH:15]([C:23]2[CH:28]=[CH:27][C:26]([Cl:29])=[CH:25][CH:24]=2)[C:16]2[CH:21]=[CH:20][CH:19]=[CH:18][C:17]=2[Cl:22])[CH2:10][CH2:9]1)C1C=CC=CC=1.ClC(OC(Cl)C)=O. The catalyst is ClCCl. The product is [Cl:22][C:17]1[CH:18]=[CH:19][CH:20]=[CH:21][C:16]=1[CH:15]([O:14][CH:11]1[CH2:12][CH2:13][NH:8][CH2:9][CH2:10]1)[C:23]1[CH:24]=[CH:25][C:26]([Cl:29])=[CH:27][CH:28]=1. The yield is 0.650.